From a dataset of Forward reaction prediction with 1.9M reactions from USPTO patents (1976-2016). Predict the product of the given reaction. (1) Given the reactants [F:1][C:2]([F:17])([F:16])[CH:3]([NH:6][C:7]1[CH:12]=[CH:11][CH:10]=[C:9]([N+:13]([O-:15])=[O:14])[CH:8]=1)[CH2:4]O.[C:18]1(=[O:28])[NH:22][C:21](=[O:23])[C:20]2=[CH:24][CH:25]=[CH:26][CH:27]=[C:19]12.C1(P(C2C=CC=CC=2)C2C=CC=CC=2)C=CC=CC=1.N(C(OCC)=O)=NC(OCC)=O, predict the reaction product. The product is: [F:1][C:2]([F:17])([F:16])[CH:3]([NH:6][C:7]1[CH:12]=[CH:11][CH:10]=[C:9]([N+:13]([O-:15])=[O:14])[CH:8]=1)[CH2:4][N:22]1[C:18](=[O:28])[C:19]2[C:20](=[CH:24][CH:25]=[CH:26][CH:27]=2)[C:21]1=[O:23]. (2) Given the reactants [Br:1][C:2]1[CH:3]=[C:4]([N:22]([C@H:25]2[CH2:30][CH2:29][C@H:28]([N:31]([CH3:33])[CH3:32])[CH2:27][CH2:26]2)[CH2:23][CH3:24])[C:5]([CH3:21])=[C:6]([CH:20]=1)[C:7]([NH:9][CH2:10][C:11]1[C:12]([CH3:19])=[N:13][N:14]([CH3:18])[C:15]=1[O:16]C)=[O:8], predict the reaction product. The product is: [Br:1][C:2]1[CH:3]=[C:4]([N:22]([C@H:25]2[CH2:26][CH2:27][C@H:28]([N:31]([CH3:32])[CH3:33])[CH2:29][CH2:30]2)[CH2:23][CH3:24])[C:5]([CH3:21])=[C:6]([CH:20]=1)[C:7]([NH:9][CH2:10][C:11]1[C:15](=[O:16])[N:14]([CH3:18])[NH:13][C:12]=1[CH3:19])=[O:8]. (3) Given the reactants [C:1]([O:5][C:6]([N:8]1[CH2:13][CH2:12][C@H:11]([NH:14][C:15]([O:17][CH2:18][C:19]2[CH:24]=[CH:23][CH:22]=[CH:21][CH:20]=2)=[O:16])[C@H:10]([NH2:25])[CH2:9]1)=[O:7])([CH3:4])([CH3:3])[CH3:2].[Cl:26][C:27]1[S:31][C:30]([C:32](Cl)=[O:33])=[CH:29][CH:28]=1.CCN(CC)CC.C(Cl)Cl, predict the reaction product. The product is: [C:1]([O:5][C:6]([N:8]1[CH2:13][CH2:12][C@H:11]([NH:14][C:15]([O:17][CH2:18][C:19]2[CH:20]=[CH:21][CH:22]=[CH:23][CH:24]=2)=[O:16])[C@H:10]([NH:25][C:32]([C:30]2[S:31][C:27]([Cl:26])=[CH:28][CH:29]=2)=[O:33])[CH2:9]1)=[O:7])([CH3:4])([CH3:2])[CH3:3]. (4) The product is: [CH3:1][O:2][C:3]1[CH:4]=[C:5]([CH:22]=[CH:23][CH:24]=1)[CH2:6][NH:7][C:8]([C:10]1[S:21][C:13]2[N:14]([CH3:20])[C:15](=[O:19])[N:16]([CH2:32][C:33]3[CH:38]=[CH:37][C:36]([S:39]([N:42]4[CH2:47][CH2:46][O:45][CH2:44][CH2:43]4)(=[O:41])=[O:40])=[CH:35][CH:34]=3)[C:17](=[O:18])[C:12]=2[CH:11]=1)=[O:9]. Given the reactants [CH3:1][O:2][C:3]1[CH:4]=[C:5]([CH:22]=[CH:23][CH:24]=1)[CH2:6][NH:7][C:8]([C:10]1[S:21][C:13]2[N:14]([CH3:20])[C:15](=[O:19])[NH:16][C:17](=[O:18])[C:12]=2[CH:11]=1)=[O:9].C(=O)([O-])[O-].[Cs+].[Cs+].Br[CH2:32][C:33]1[CH:38]=[CH:37][C:36]([S:39]([N:42]2[CH2:47][CH2:46][O:45][CH2:44][CH2:43]2)(=[O:41])=[O:40])=[CH:35][CH:34]=1.O, predict the reaction product. (5) Given the reactants Br[C:2]1[C:15]2[C:16]3=[C:17]4[C:12](=[CH:13][CH:14]=2)[CH:11]=[CH:10][CH:9]=[C:8]4[CH:7]=[CH:6][C:5]3=[CH:4][CH:3]=1.[C:18]1(B(O)O)[CH:23]=[CH:22][CH:21]=[CH:20][CH:19]=1.O1CCCC1.C(=O)([O-])[O-].[K+].[K+], predict the reaction product. The product is: [C:18]1([C:9]2[C:8]3[C:17]4=[C:16]5[C:5](=[CH:6][CH:7]=3)[CH:4]=[CH:3][CH:2]=[C:15]5[CH:14]=[CH:13][C:12]4=[CH:11][CH:10]=2)[CH:23]=[CH:22][CH:21]=[CH:20][CH:19]=1. (6) Given the reactants [C:1]([C:3]1[C:4]([N:22]2[CH2:27][CH2:26][CH:25]([C:28]([OH:30])=O)[CH2:24][CH2:23]2)=[N:5][C:6]([CH2:14][N:15]2[CH2:20][CH2:19][CH2:18][CH2:17][C:16]2=[O:21])=[C:7]([C:9]([O:11][CH2:12][CH3:13])=[O:10])[CH:8]=1)#[N:2].[CH3:31][O:32][C:33]1[CH:38]=[CH:37][C:36]([CH2:39][S:40]([NH2:43])(=[O:42])=[O:41])=[CH:35][CH:34]=1, predict the reaction product. The product is: [C:1]([C:3]1[C:4]([N:22]2[CH2:27][CH2:26][CH:25]([C:28](=[O:30])[NH:43][S:40]([CH2:39][C:36]3[CH:37]=[CH:38][C:33]([O:32][CH3:31])=[CH:34][CH:35]=3)(=[O:41])=[O:42])[CH2:24][CH2:23]2)=[N:5][C:6]([CH2:14][N:15]2[CH2:20][CH2:19][CH2:18][CH2:17][C:16]2=[O:21])=[C:7]([CH:8]=1)[C:9]([O:11][CH2:12][CH3:13])=[O:10])#[N:2]. (7) Given the reactants O.[OH-].[K+].[CH3:4][O:5][CH2:6][O:7][CH2:8][C:9]1[CH:10]=[C:11]([C:20]([O:22]CC)=[O:21])[N:12]([C:14]2[CH:19]=[CH:18][CH:17]=[CH:16][CH:15]=2)[N:13]=1, predict the reaction product. The product is: [CH3:4][O:5][CH2:6][O:7][CH2:8][C:9]1[CH:10]=[C:11]([C:20]([OH:22])=[O:21])[N:12]([C:14]2[CH:15]=[CH:16][CH:17]=[CH:18][CH:19]=2)[N:13]=1.